From a dataset of Reaction yield outcomes from USPTO patents with 853,638 reactions. Predict the reaction yield, written as a fraction of the theoretical maximum amount of product (1.0 means a 100% yield; for example, 0.34 means a 34% yield). (1) The reactants are [Cl:1][C:2]1[CH:3]=[C:4]([NH:8][C:9]2[N:14]=[C:13]([C:15]3[CH:20]=[CH:19][N:18]=[C:17]([C:21]([O:23]CC)=O)[CH:16]=3)[CH:12]=[CH:11][N:10]=2)[CH:5]=[CH:6][CH:7]=1.[CH3:26][CH:27]([CH3:31])[CH2:28][CH2:29][NH2:30].C(=O)([O-])[O-].[K+].[K+]. The catalyst is CN(C)C=O.O. The product is [Cl:1][C:2]1[CH:3]=[C:4]([NH:8][C:9]2[N:14]=[C:13]([C:15]3[CH:20]=[CH:19][N:18]=[C:17]([C:21]([NH:30][CH2:29][CH2:28][CH:27]([CH3:31])[CH3:26])=[O:23])[CH:16]=3)[CH:12]=[CH:11][N:10]=2)[CH:5]=[CH:6][CH:7]=1. The yield is 0.0200. (2) The reactants are I[C:2]1[CH:3]=[C:4]([N:8]2[C:16]3[C:11](=[CH:12][CH:13]=[CH:14][CH:15]=3)[C:10]([C:17]([O:19][CH3:20])=[O:18])=[N:9]2)[CH:5]=[CH:6][CH:7]=1.[O:21]1[CH:25]=[CH:24][N:23]=[C:22]1[C:26]([OH:30])([C:28]#[CH:29])[CH3:27]. No catalyst specified. The product is [OH:30][C:26]([C:22]1[O:21][CH:25]=[CH:24][N:23]=1)([CH3:27])[C:28]#[C:29][C:2]1[CH:3]=[C:4]([N:8]2[C:16]3[C:11](=[CH:12][CH:13]=[CH:14][CH:15]=3)[C:10]([C:17]([O:19][CH3:20])=[O:18])=[N:9]2)[CH:5]=[CH:6][CH:7]=1. The yield is 0.930. (3) The reactants are CO[C:3](=[O:17])[C@@H:4]([CH:14]1[CH2:16][CH2:15]1)[NH:5][C@@H:6]([C:8]1[CH:13]=[CH:12][CH:11]=[CH:10][CH:9]=1)[CH3:7].[CH2:18]([Mg]Br)[CH:19]=[CH2:20].[CH2:23]1[CH2:27]OC[CH2:24]1. No catalyst specified. The product is [CH:14]1([C@@H:4]([NH:5][C@@H:6]([C:8]2[CH:9]=[CH:10][CH:11]=[CH:12][CH:13]=2)[CH3:7])[C:3]([OH:17])([CH2:27][CH:23]=[CH2:24])[CH2:18][CH:19]=[CH2:20])[CH2:15][CH2:16]1. The yield is 0.820.